From a dataset of Reaction yield outcomes from USPTO patents with 853,638 reactions. Predict the reaction yield, written as a fraction of the theoretical maximum amount of product (1.0 means a 100% yield; for example, 0.34 means a 34% yield). (1) The reactants are Br[CH2:2][C:3]1[NH:8][C:7]([C:9]2[S:10][CH:11]=[CH:12][N:13]=2)=[N:6][CH:5]([C:14]2[CH:19]=[CH:18][CH:17]=[CH:16][C:15]=2[N+:20]([O-:22])=[O:21])[C:4]=1[C:23]([O:25][CH2:26][CH3:27])=[O:24].Cl.[NH:29]1[CH2:34][CH2:33][O:32][CH2:31][CH:30]1[C:35]([OH:37])=[O:36].C(=O)([O-])[O-].[K+].[K+]. The catalyst is C(O)C. The product is [CH2:26]([O:25][C:23]([C:4]1[CH:5]([C:14]2[CH:19]=[CH:18][CH:17]=[CH:16][C:15]=2[N+:20]([O-:22])=[O:21])[N:6]=[C:7]([C:9]2[S:10][CH:11]=[CH:12][N:13]=2)[NH:8][C:3]=1[CH2:2][N:29]1[CH2:34][CH2:33][O:32][CH2:31][CH:30]1[C:35]([OH:37])=[O:36])=[O:24])[CH3:27]. The yield is 0.410. (2) The reactants are CC(OC([N:8]1[CH2:14][C:13]2[CH:15]=[C:16]([B:19]([OH:21])[OH:20])[CH:17]=[CH:18][C:12]=2[O:11][CH2:10][CH2:9]1)=O)(C)C.[ClH:22]. The catalyst is O1CCOCC1.C(OCC)C. The product is [ClH:22].[O:11]1[C:12]2[CH:18]=[CH:17][C:16]([B:19]([OH:21])[OH:20])=[CH:15][C:13]=2[CH2:14][NH:8][CH2:9][CH2:10]1. The yield is 0.950.